From a dataset of Catalyst prediction with 721,799 reactions and 888 catalyst types from USPTO. Predict which catalyst facilitates the given reaction. (1) Reactant: [F:1][CH:2]([CH2:13][N:14]1[CH:18]=[C:17]([NH:19][C:20](=[O:27])[CH2:21][N:22]2[CH2:25][CH:24]([F:26])[CH2:23]2)[N:16]=[N:15]1)[CH2:3][CH2:4][N:5]1[CH:9]=[C:8]([C:10]([OH:12])=O)[N:7]=[N:6]1.[F:28][C:29]1[CH:34]=[CH:33][C:32]([O:35][C:36]([F:39])([F:38])[F:37])=[CH:31][C:30]=1[CH2:40][NH2:41].CN(C(ON1N=NC2C=CC=NC1=2)=[N+](C)C)C.F[P-](F)(F)(F)(F)F.CCN(C(C)C)C(C)C. Product: [F:1][CH:2]([CH2:13][N:14]1[CH:18]=[C:17]([NH:19][C:20](=[O:27])[CH2:21][N:22]2[CH2:25][CH:24]([F:26])[CH2:23]2)[N:16]=[N:15]1)[CH2:3][CH2:4][N:5]1[CH:9]=[C:8]([C:10]([NH:41][CH2:40][C:30]2[CH:31]=[C:32]([O:35][C:36]([F:37])([F:38])[F:39])[CH:33]=[CH:34][C:29]=2[F:28])=[O:12])[N:7]=[N:6]1. The catalyst class is: 18. (2) Reactant: [C:1]([O:5][C:6]([C@@:8]12[CH2:15][CH2:14][C@@H:13]([F:16])[C@H:12]1[C:11](=O)[N:10]([C@@H](C1C=CC=CC=1)C)[CH2:9]2)=[O:7])([CH3:4])([CH3:3])[CH3:2].C(O)C.O.[CH2:30]([O:37][C:38](Cl)=[O:39])[C:31]1[CH:36]=[CH:35][CH:34]=[CH:33][CH:32]=1. The catalyst class is: 571. Product: [C:1]([O:5][C:6]([C@@:8]12[CH2:15][CH2:14][C@@H:13]([F:16])[C@@H:12]1[CH2:11][N:10]([C:38]([O:37][CH2:30][C:31]1[CH:36]=[CH:35][CH:34]=[CH:33][CH:32]=1)=[O:39])[CH2:9]2)=[O:7])([CH3:4])([CH3:2])[CH3:3]. (3) Reactant: [Cl:1][C:2]1[CH:7]=[CH:6][CH:5]=[CH:4][C:3]=1[SH:8].Br[CH2:10][CH:11]([O:15][CH2:16][CH3:17])[O:12][CH2:13][CH3:14].C(=O)([O-])[O-].[K+].[K+]. Product: [Cl:1][C:2]1[CH:7]=[CH:6][CH:5]=[CH:4][C:3]=1[S:8][CH2:10][CH:11]([O:15][CH2:16][CH3:17])[O:12][CH2:13][CH3:14]. The catalyst class is: 21. (4) Reactant: CCCC[N+](CCCC)(CCCC)CCCC.[F-].[Cl:19][C:20]1[CH:52]=[N:51][C:23]2[N:24](S(C3C=CC=CC=3)(=O)=O)[C:25]3[C:30]([C:22]=2[CH:21]=1)=[CH:29][C:28]([CH2:31][CH2:32][NH:33][C:34](=[O:41])[C:35]1[CH:40]=[CH:39][CH:38]=[CH:37][CH:36]=1)=[CH:27][CH:26]=3. Product: [Cl:19][C:20]1[CH:52]=[N:51][C:23]2[NH:24][C:25]3[C:30]([C:22]=2[CH:21]=1)=[CH:29][C:28]([CH2:31][CH2:32][NH:33][C:34](=[O:41])[C:35]1[CH:40]=[CH:39][CH:38]=[CH:37][CH:36]=1)=[CH:27][CH:26]=3. The catalyst class is: 1.